From a dataset of Reaction yield outcomes from USPTO patents with 853,638 reactions. Predict the reaction yield, written as a fraction of the theoretical maximum amount of product (1.0 means a 100% yield; for example, 0.34 means a 34% yield). (1) The reactants are [CH3:1][C:2]1[C:16](=[O:17])[N:15]=[C:14]2[N:4]([C@@H:5]3[O:9][C@H:8]([CH2:10][OH:11])[C@@H:7]([OH:12])[C@@H:6]3[O:13]2)[CH:3]=1.[CH3:18][O:19][CH2:20][CH2:21][O:22]B([O:22][CH2:21][CH2:20][O:19][CH3:18])[O:22][CH2:21][CH2:20][O:19][CH3:18]. The catalyst is COCCO. The product is [CH3:18][O:19][CH2:20][CH2:21][O:22][C@@H:6]1[C@H:7]([OH:12])[C@@H:8]([CH2:10][OH:11])[O:9][C@H:5]1[N:4]1[CH:3]=[C:2]([CH3:1])[C:16](=[O:17])[NH:15][C:14]1=[O:13]. The yield is 0.630. (2) The reactants are [C:1]([CH2:3][N:4]1[CH2:8][CH2:7][C@@H:6]([NH:9][C:10]([C:12]2[C:20]3[C:15](=[N:16][CH:17]=[C:18]([C:21]4[C:29]5[C:24](=[CH:25][C:26]([F:30])=[CH:27][CH:28]=5)[N:23]([CH3:31])[N:22]=4)[N:19]=3)[N:14](COCC[Si](C)(C)C)[CH:13]=2)=[O:11])[CH2:5]1)#[N:2].CCCC[N+](CCCC)(CCCC)CCCC.[F-]. The catalyst is C1COCC1. The product is [C:1]([CH2:3][N:4]1[CH2:8][CH2:7][C@@H:6]([NH:9][C:10]([C:12]2[C:20]3[C:15](=[N:16][CH:17]=[C:18]([C:21]4[C:29]5[C:24](=[CH:25][C:26]([F:30])=[CH:27][CH:28]=5)[N:23]([CH3:31])[N:22]=4)[N:19]=3)[NH:14][CH:13]=2)=[O:11])[CH2:5]1)#[N:2]. The yield is 0.330.